From a dataset of Catalyst prediction with 721,799 reactions and 888 catalyst types from USPTO. Predict which catalyst facilitates the given reaction. (1) Reactant: [CH3:1][S:2]([C:5]1[CH:10]=[CH:9][C:8]([C:11]2[C:15]3[N:16]=[CH:17][N:18]=[C:19]([NH:20][CH:21]4[CH2:26][CH2:25][N:24]([C:27]([O:29][C:30]([CH3:33])([CH3:32])[CH3:31])=[O:28])[CH2:23][CH2:22]4)[C:14]=3[S:13][CH:12]=2)=[CH:7][CH:6]=1)(=[O:4])=[O:3].[H-].[Na+].I[CH3:37].Cl. Product: [CH3:37][N:20]([C:19]1[C:14]2[S:13][CH:12]=[C:11]([C:8]3[CH:7]=[CH:6][C:5]([S:2]([CH3:1])(=[O:4])=[O:3])=[CH:10][CH:9]=3)[C:15]=2[N:16]=[CH:17][N:18]=1)[CH:21]1[CH2:22][CH2:23][N:24]([C:27]([O:29][C:30]([CH3:33])([CH3:32])[CH3:31])=[O:28])[CH2:25][CH2:26]1. The catalyst class is: 9. (2) Reactant: C(OC([N:8]1[CH2:11][C:10]([C:13]2[CH:18]=[CH:17][C:16]([C:19]3[CH2:23][C:22]([C:28]4[CH:33]=[C:32]([Cl:34])[CH:31]=[C:30]([Cl:35])[CH:29]=4)([C:24]([F:27])([F:26])[F:25])[O:21][CH:20]=3)=[CH:15][CH:14]=2)([F:12])[CH2:9]1)=O)(C)(C)C.Cl. Product: [ClH:34].[Cl:35][C:30]1[CH:29]=[C:28]([C:22]2([C:24]([F:26])([F:25])[F:27])[O:21][CH:20]=[C:19]([C:16]3[CH:17]=[CH:18][C:13]([C:10]4([F:12])[CH2:9][NH:8][CH2:11]4)=[CH:14][CH:15]=3)[CH2:23]2)[CH:33]=[C:32]([Cl:34])[CH:31]=1. The catalyst class is: 5. (3) Reactant: O[CH2:2][C@:3]1([C:18]([O:20][C:21]([CH3:24])([CH3:23])[CH3:22])=[O:19])[CH:7]([CH3:8])[C:6](=[O:9])[N:5]([C@@H:10]([C:12]2[CH:17]=[CH:16][CH:15]=[CH:14][CH:13]=2)[CH3:11])[CH2:4]1.C1(C)C=CC=CC=1.C(N(S(F)(F)[F:38])CC)C.C(=O)([O-])O.[Na+]. Product: [F:38][CH2:2][C@:3]1([C:18]([O:20][C:21]([CH3:24])([CH3:23])[CH3:22])=[O:19])[CH:7]([CH3:8])[C:6](=[O:9])[N:5]([C@@H:10]([C:12]2[CH:17]=[CH:16][CH:15]=[CH:14][CH:13]=2)[CH3:11])[CH2:4]1. The catalyst class is: 4. (4) Reactant: [CH2:1]([N:3]1[C:9](=[O:10])[C:8]([CH3:12])([CH3:11])[C:7](=[O:13])[N:6]([CH3:14])[C:5]2[CH:15]=[C:16]([CH2:19][NH:20][CH2:21][C:22]3[C:23]([CH3:28])=[N:24][CH:25]=[CH:26][CH:27]=3)[CH:17]=[CH:18][C:4]1=2)[CH3:2].[C:29](O[C:29]([O:31][C:32]([CH3:35])([CH3:34])[CH3:33])=[O:30])([O:31][C:32]([CH3:35])([CH3:34])[CH3:33])=[O:30]. Product: [C:32]([O:31][C:29](=[O:30])[N:20]([CH2:19][C:16]1[CH:17]=[CH:18][C:4]2[N:3]([CH2:1][CH3:2])[C:9](=[O:10])[C:8]([CH3:11])([CH3:12])[C:7](=[O:13])[N:6]([CH3:14])[C:5]=2[CH:15]=1)[CH2:21][C:22]1[C:23]([CH3:28])=[N:24][CH:25]=[CH:26][CH:27]=1)([CH3:35])([CH3:34])[CH3:33]. The catalyst class is: 1. (5) Reactant: [C:1]([O:5][C:6]([NH:8][CH2:9][C:10]([OH:12])=O)=[O:7])([CH3:4])([CH3:3])[CH3:2].[Cl:13][C:14]1[CH:15]=[C:16]([CH:18]=[CH:19][CH:20]=1)[NH2:17].C1C=CC2N(O)N=NC=2C=1.C(Cl)CCl.CN1CCOCC1. Product: [C:1]([O:5][C:6](=[O:7])[NH:8][CH2:9][C:10](=[O:12])[NH:17][C:16]1[CH:18]=[CH:19][CH:20]=[C:14]([Cl:13])[CH:15]=1)([CH3:2])([CH3:3])[CH3:4]. The catalyst class is: 4.